This data is from Merck oncology drug combination screen with 23,052 pairs across 39 cell lines. The task is: Regression. Given two drug SMILES strings and cell line genomic features, predict the synergy score measuring deviation from expected non-interaction effect. Drug 1: C=CCn1c(=O)c2cnc(Nc3ccc(N4CCN(C)CC4)cc3)nc2n1-c1cccc(C(C)(C)O)n1. Drug 2: O=C(O)C1(Cc2cccc(Nc3nccs3)n2)CCC(Oc2cccc(Cl)c2F)CC1. Cell line: MSTO. Synergy scores: synergy=9.25.